From a dataset of Reaction yield outcomes from USPTO patents with 853,638 reactions. Predict the reaction yield, written as a fraction of the theoretical maximum amount of product (1.0 means a 100% yield; for example, 0.34 means a 34% yield). (1) The reactants are [CH3:1][C:2]1[C:10]2[N:9]=[CH:8][N:7]([C:11]([O:13][C:14]([CH3:17])([CH3:16])[CH3:15])=[O:12])[C:6]=2[CH:5]=[CH:4][CH:3]=1.[Br:18]N1C(=O)CCC1=O.C(Cl)(Cl)(Cl)Cl. No catalyst specified. The product is [Br:18][CH2:1][C:2]1[C:10]2[N:9]=[CH:8][N:7]([C:11]([O:13][C:14]([CH3:17])([CH3:16])[CH3:15])=[O:12])[C:6]=2[CH:5]=[CH:4][CH:3]=1. The yield is 0.420. (2) The reactants are Br[CH2:2][C:3]1[N:13]([CH2:14][C:15]([CH3:18])([CH3:17])[CH3:16])[C:6]2[N:7]=[C:8]([C:11]#[N:12])[N:9]=[CH:10][C:5]=2[CH:4]=1.[Cl:19][C:20]1[CH:36]=[CH:35][C:23]([CH2:24][N:25]2[C@H:29]([CH:30]([CH3:32])[CH3:31])[C:28](=[O:33])[NH:27][C:26]2=[O:34])=[CH:22][CH:21]=1.C([O-])([O-])=O.[K+].[K+]. The catalyst is CN(C=O)C.C(OCC)(=O)C. The product is [Cl:19][C:20]1[CH:21]=[CH:22][C:23]([CH2:24][N:25]2[C@H:29]([CH:30]([CH3:32])[CH3:31])[C:28](=[O:33])[N:27]([CH2:2][C:3]3[N:13]([CH2:14][C:15]([CH3:18])([CH3:17])[CH3:16])[C:6]4[N:7]=[C:8]([C:11]#[N:12])[N:9]=[CH:10][C:5]=4[CH:4]=3)[C:26]2=[O:34])=[CH:35][CH:36]=1. The yield is 0.780.